From a dataset of Reaction yield outcomes from USPTO patents with 853,638 reactions. Predict the reaction yield, written as a fraction of the theoretical maximum amount of product (1.0 means a 100% yield; for example, 0.34 means a 34% yield). (1) The reactants are [F:1][C:2]1[CH:7]=[CH:6][C:5]([N:8]2[C:16]3[CH:15]=[C:14]4[CH2:17][CH2:18][C@@H:19]5[C@@H:24]([C@@:13]4([CH3:35])[CH2:12][C:11]=3[CH:10]=[N:9]2)[C@@H:23]([OH:25])[CH2:22][C@:21]2([CH3:34])[C@:26]([C:30](=[O:33])CO)([OH:29])[CH2:27][CH2:28][C@@H:20]52)=[CH:4][CH:3]=1.[OH-:36].[Na+].Cl. The catalyst is CO. The product is [F:1][C:2]1[CH:7]=[CH:6][C:5]([N:8]2[C:16]3[CH:15]=[C:14]4[CH2:17][CH2:18][C@@H:19]5[C@@H:24]([C@@:13]4([CH3:35])[CH2:12][C:11]=3[CH:10]=[N:9]2)[C@@H:23]([OH:25])[CH2:22][C@:21]2([CH3:34])[C@@:26]([OH:29])([C:30]([OH:33])=[O:36])[CH2:27][CH2:28][C@@H:20]52)=[CH:4][CH:3]=1. The yield is 0.860. (2) The reactants are [Br:1][C:2]1[CH:7]=[CH:6][C:5]([C:8]2[CH:13]=[CH:12][C:11]([Br:14])=[CH:10][C:9]=2[N+:15]([O-])=O)=[C:4]([N+:18]([O-])=O)[CH:3]=1.Cl.[Sn].[OH-].[Na+]. The catalyst is C(O)C. The product is [Br:1][C:2]1[CH:3]=[C:4]([NH2:18])[C:5]([C:8]2[C:9]([NH2:15])=[CH:10][C:11]([Br:14])=[CH:12][CH:13]=2)=[CH:6][CH:7]=1. The yield is 0.720. (3) The reactants are O[CH2:2][CH2:3][N:4]([CH3:16])[CH:5]1[CH2:8][N:7]([C:9]([O:11][C:12]([CH3:15])([CH3:14])[CH3:13])=[O:10])[CH2:6]1.C1C=CC(P(C2C=CC=CC=2)C2C=CC=CC=2)=CC=1.N1C=CN=C1.[I:41]I. The catalyst is C(Cl)Cl. The product is [I:41][CH2:2][CH2:3][N:4]([CH3:16])[CH:5]1[CH2:8][N:7]([C:9]([O:11][C:12]([CH3:15])([CH3:14])[CH3:13])=[O:10])[CH2:6]1. The yield is 0.940. (4) The reactants are N[C:2]1[S:3][C:4]2[CH:10]=[C:9]([Cl:11])[CH:8]=[CH:7][C:5]=2[N:6]=1.N([O-])=O.[Na+].[Na+].[Cl-:17].CCOCC. The catalyst is OP(O)(O)=O.O.[O-]S([O-])(=O)=O.[Cu+2].[Cu](Cl)Cl. The product is [Cl:17][C:2]1[S:3][C:4]2[CH:10]=[C:9]([Cl:11])[CH:8]=[CH:7][C:5]=2[N:6]=1. The yield is 0.480. (5) The catalyst is C1COCC1.[Cl-].[Na+].O. The reactants are Br[C:2]1[CH:7]=[CH:6][C:5]([C:8]([CH3:12])([CH3:11])[C:9]#[N:10])=[C:4]([Cl:13])[CH:3]=1.C([Li])CCC.CON(C)[C:22](=[O:24])[CH3:23]. The yield is 0.640. The product is [C:22]([C:2]1[CH:7]=[CH:6][C:5]([C:8]([CH3:12])([CH3:11])[C:9]#[N:10])=[C:4]([Cl:13])[CH:3]=1)(=[O:24])[CH3:23]. (6) The catalyst is C(Cl)Cl. The product is [Br:1][C:2]1[CH:7]=[CH:6][C:5]([S:8]([CH3:11])(=[O:10])=[O:9])=[C:4]([S:19][CH3:18])[CH:3]=1. The reactants are [Br:1][C:2]1[CH:7]=[CH:6][C:5]([S:8]([CH3:11])(=[O:10])=[O:9])=[C:4](F)[CH:3]=1.CN(C=O)C.[CH3:18][S-:19].[Na+].O. The yield is 0.760.